Dataset: Full USPTO retrosynthesis dataset with 1.9M reactions from patents (1976-2016). Task: Predict the reactants needed to synthesize the given product. Given the product [CH:37]1([N:19]([C:20]2[CH:25]=[CH:24][C:23]([S:26]([CH3:29])(=[O:28])=[O:27])=[CH:22][CH:21]=2)[C:17](=[O:18])[N:16]([CH3:66])[C:14]2[S:15][C:11]([S:8]([NH:7][CH2:6][CH2:5][C:4]([OH:3])=[O:36])(=[O:9])=[O:10])=[CH:12][N:13]=2)[CH2:41][CH2:40][CH2:39][CH2:38]1, predict the reactants needed to synthesize it. The reactants are: C([O:3][C:4](=[O:36])[CH2:5][CH2:6][NH:7][S:8]([C:11]1[S:15][C:14]([NH:16][C:17]([N:19](CC2CCCC2)[C:20]2[CH:25]=[CH:24][C:23]([S:26]([CH3:29])(=[O:28])=[O:27])=[CH:22][CH:21]=2)=[O:18])=[N:13][CH:12]=1)(=[O:10])=[O:9])C.[CH:37]1(CN(C2C=CC(S(C)(=O)=O)=CC=2)C(=O)NC2SC=C(CC(O)=O)N=2)[CH2:41][CH2:40][CH2:39][CH2:38]1.[CH:66]1(CNC2C=CC(S(C)(=O)=O)=CC=2)CCCC1.C(OC(=O)CCNS(C1SC(N)=NC=1)(=O)=O)C.COC([C@@H]1CCCN1S(C1SC(N)=NC=1)(=O)=O)=O.